From a dataset of Reaction yield outcomes from USPTO patents with 853,638 reactions. Predict the reaction yield, written as a fraction of the theoretical maximum amount of product (1.0 means a 100% yield; for example, 0.34 means a 34% yield). The reactants are [F:1][C:2]1[C:10]([O:11][CH2:12][C:13]2[S:14][CH:15]=[C:16]([C:18]3[CH:23]=[CH:22][CH:21]=[C:20]([O:24]C)[CH:19]=3)[N:17]=2)=[CH:9][CH:8]=[C:7]([F:26])[C:3]=1[C:4]([NH2:6])=[O:5].B(Br)(Br)Br.C([O-])(O)=O.[Na+]. The catalyst is C(Cl)Cl. The product is [F:1][C:2]1[C:10]([O:11][CH2:12][C:13]2[S:14][CH:15]=[C:16]([C:18]3[CH:23]=[CH:22][CH:21]=[C:20]([OH:24])[CH:19]=3)[N:17]=2)=[CH:9][CH:8]=[C:7]([F:26])[C:3]=1[C:4]([NH2:6])=[O:5]. The yield is 0.330.